Dataset: Reaction yield outcomes from USPTO patents with 853,638 reactions. Task: Predict the reaction yield, written as a fraction of the theoretical maximum amount of product (1.0 means a 100% yield; for example, 0.34 means a 34% yield). The reactants are [CH2:1]([N:3]1[C:11]2[C:6](=[CH:7][CH:8]=[C:9]([O:12][CH3:13])[CH:10]=2)[C:5]([C:14]#[N:15])=[C:4]1I)[CH3:2].[F:17][C:18]1[CH:23]=[CH:22][C:21]([C:24]#[CH:25])=[CH:20][CH:19]=1.CN(C=O)C.CCN(CC)CC. The catalyst is O.[Pd](Cl)Cl.C1(P(C2C=CC=CC=2)C2C=CC=CC=2)C=CC=CC=1.C1(P(C2C=CC=CC=2)C2C=CC=CC=2)C=CC=CC=1.[Cu]I. The product is [CH2:1]([N:3]1[C:11]2[C:6](=[CH:7][CH:8]=[C:9]([O:12][CH3:13])[CH:10]=2)[C:5]([C:14]#[N:15])=[C:4]1[C:25]#[C:24][C:21]1[CH:22]=[CH:23][C:18]([F:17])=[CH:19][CH:20]=1)[CH3:2]. The yield is 0.820.